Dataset: Forward reaction prediction with 1.9M reactions from USPTO patents (1976-2016). Task: Predict the product of the given reaction. (1) Given the reactants C1CO[C:8]23OCCO[C:3]2([C@:4]2([CH2:27][CH2:26][C@H:25]4[C@@H:15]([CH2:16][C:17](=[CH2:28])[CH:18]5[C@:23]4([CH3:24])[CH2:22][CH2:21][CH2:20][CH2:19]5)[C@@H:6]2[CH2:7]3)[CH3:5])[O:2]1.CC1C=CC(S(O)(=O)=O)=CC=1.[OH2:40].C([O-])(O)=O.[Na+], predict the reaction product. The product is: [CH2:28]=[C:17]1[CH:18]2[C@:23]([CH3:24])([CH2:22][CH2:21][C:20](=[O:40])[CH2:19]2)[C@@H:25]2[C@H:15]([C@H:6]3[C@@:4]([CH2:27][CH2:26]2)([CH3:5])[C:3](=[O:2])[CH2:8][CH2:7]3)[CH2:16]1. (2) Given the reactants [OH:1][N:2]=[C:3]([CH3:52])[C:4]([NH:7][CH2:8][CH2:9][CH:10]([CH2:42][CH2:43][NH:44][C:45]([CH3:51])([CH3:50])[C:46](=[N:48][OH:49])[CH3:47])[CH2:11][CH2:12][NH:13][C:14]([C:16]1[CH:41]=[CH:40][C:19]([CH2:20][N:21]([S:29]([C:32]2[CH:37]=[CH:36][C:35]([O:38][CH3:39])=[CH:34][CH:33]=2)(=[O:31])=[O:30])[CH:22]([CH:26]([CH3:28])[CH3:27])[C:23](O)=[O:24])=[CH:18][CH:17]=1)=[O:15])([CH3:6])[CH3:5].CN1CCOCC1.C1CN([P+]([O:76][N:77]2N=NC3C=CC=NC2=3)(N2CCCC2)N2CCCC2)CC1.F[P-](F)(F)(F)(F)F.[Si](ON)(C(C)(C)C)(C)C, predict the reaction product. The product is: [OH:76][NH:77][C:23]([CH:22]([N:21]([CH2:20][C:19]1[CH:18]=[CH:17][C:16]([C:14]([NH:13][CH2:12][CH2:11][CH:10]([CH2:42][CH2:43][NH:44][C:45]([CH3:50])([CH3:51])[C:46](=[N:48][OH:49])[CH3:47])[CH2:9][CH2:8][NH:7][C:4]([CH3:5])([CH3:6])[C:3](=[N:2][OH:1])[CH3:52])=[O:15])=[CH:41][CH:40]=1)[S:29]([C:32]1[CH:33]=[CH:34][C:35]([O:38][CH3:39])=[CH:36][CH:37]=1)(=[O:31])=[O:30])[CH:26]([CH3:28])[CH3:27])=[O:24]. (3) Given the reactants [CH2:1]([N:3]1[C:7]2=[N:8][C:9]([CH2:44][CH3:45])=[C:10]([CH2:19][NH:20][C:21](=[O:43])[C:22]3[CH:27]=[CH:26][C:25]([NH:28][C:29](=[O:42])[CH2:30][CH2:31][CH2:32][CH2:33][CH2:34][CH2:35][CH2:36][N:37]([CH2:39][CH2:40][OH:41])[CH3:38])=[CH:24][CH:23]=3)[C:11]([NH:12][CH:13]3[CH2:18][CH2:17][O:16][CH2:15][CH2:14]3)=[C:6]2[CH:5]=[N:4]1)[CH3:2].[C:46]12([CH2:56][S:57]([OH:60])(=[O:59])=[O:58])[C:53]([CH3:55])([CH3:54])[CH:50]([CH2:51][CH2:52]1)[CH2:49][C:47]2=[O:48], predict the reaction product. The product is: [C:46]12([CH2:56][S:57]([OH:60])(=[O:58])=[O:59])[C:53]([CH3:55])([CH3:54])[CH:50]([CH2:51][CH2:52]1)[CH2:49][C:47]2=[O:48].[CH2:1]([N:3]1[C:7]2=[N:8][C:9]([CH2:44][CH3:45])=[C:10]([CH2:19][NH:20][C:21](=[O:43])[C:22]3[CH:27]=[CH:26][C:25]([NH:28][C:29](=[O:42])[CH2:30][CH2:31][CH2:32][CH2:33][CH2:34][CH2:35][CH2:36][N:37]([CH2:39][CH2:40][OH:41])[CH3:38])=[CH:24][CH:23]=3)[C:11]([NH:12][CH:13]3[CH2:14][CH2:15][O:16][CH2:17][CH2:18]3)=[C:6]2[CH:5]=[N:4]1)[CH3:2]. (4) Given the reactants [Cl:1][C:2]1[CH:7]=[CH:6][C:5]([NH:8][C:9](=[O:17])OC2C=CC=CC=2)=[C:4]([C:18]#[N:19])[CH:3]=1.O1CCCC1.[CH3:25][NH:26][CH3:27].C(=O)([O-])O.[Na+], predict the reaction product. The product is: [Cl:1][C:2]1[CH:7]=[CH:6][C:5]([NH:8][C:9](=[O:17])[N:26]([CH3:27])[CH3:25])=[C:4]([C:18]#[N:19])[CH:3]=1. (5) Given the reactants Br.[CH3:2][NH:3][C:4]1[CH:9]=[CH:8][C:7]([OH:10])=[CH:6][CH:5]=1.C1COCC1.N1C=CC=CC=1.[C:30](O[C:30]([O:32][C:33]([CH3:36])([CH3:35])[CH3:34])=[O:31])([O:32][C:33]([CH3:36])([CH3:35])[CH3:34])=[O:31], predict the reaction product. The product is: [C:33]([O:32][C:30](=[O:31])[N:3]([C:4]1[CH:9]=[CH:8][C:7]([OH:10])=[CH:6][CH:5]=1)[CH3:2])([CH3:34])([CH3:35])[CH3:36]. (6) Given the reactants [CH3:1][C:2]#[N:3].C([Li])CCC.C([O:11][C:12]([C@@H:14]1[CH2:16][C@@H:15]1[F:17])=O)C, predict the reaction product. The product is: [F:17][C@H:15]1[CH2:16][C@H:14]1[C:12](=[O:11])[CH2:1][C:2]#[N:3].